This data is from Forward reaction prediction with 1.9M reactions from USPTO patents (1976-2016). The task is: Predict the product of the given reaction. Given the reactants CO[C:3](=[O:25])[C:4]([C:16](=[O:24])[C:17]1[CH:22]=[CH:21][C:20]([F:23])=[CH:19][CH:18]=1)=[CH:5][NH:6][C:7]1[CH:12]=[C:11]([O:13][CH3:14])[CH:10]=[CH:9][C:8]=1[Br:15].C([O-])(O)=O.[Na+], predict the reaction product. The product is: [Br:15][C:8]1[CH:9]=[CH:10][C:11]([O:13][CH3:14])=[C:12]2[C:7]=1[N:6]=[CH:5][CH:4]([C:16](=[O:24])[C:17]1[CH:18]=[CH:19][C:20]([F:23])=[CH:21][CH:22]=1)[C:3]2=[O:25].